From a dataset of Full USPTO retrosynthesis dataset with 1.9M reactions from patents (1976-2016). Predict the reactants needed to synthesize the given product. (1) Given the product [NH2:23][C:5]1[CH:4]=[CH:3][C:2]([Cl:1])=[CH:7][C:6]=1[C:8]1[N:9]=[C:10]2[CH2:17][CH2:16][CH:15]([C:18]([O:20][CH2:21][CH3:22])=[O:19])[N:11]2[C:12](=[O:14])[CH:13]=1, predict the reactants needed to synthesize it. The reactants are: [Cl:1][C:2]1[CH:3]=[CH:4][C:5]([N+:23]([O-])=O)=[C:6]([C:8]2[N:9]=[C:10]3[CH2:17][CH2:16][CH:15]([C:18]([O:20][CH2:21][CH3:22])=[O:19])[N:11]3[C:12](=[O:14])[CH:13]=2)[CH:7]=1.O.O.[Sn](Cl)Cl.Cl.C(=O)([O-])O.[Na+]. (2) Given the product [Br:30][C:31]1[N:36]=[C:35]([C:37]([NH:1][C:2]2[CH:3]=[N:4][CH:5]=[CH:6][C:7]=2[N:8]2[CH2:13][C@H:12]([O:14][Si:15]([C:18]([CH3:21])([CH3:20])[CH3:19])([CH3:17])[CH3:16])[CH2:11][C@H:10]([NH:22][C:23](=[O:29])[O:24][C:25]([CH3:28])([CH3:27])[CH3:26])[CH2:9]2)=[O:38])[CH:34]=[CH:33][C:32]=1[F:40], predict the reactants needed to synthesize it. The reactants are: [NH2:1][C:2]1[CH:3]=[N:4][CH:5]=[CH:6][C:7]=1[N:8]1[CH2:13][C@H:12]([O:14][Si:15]([C:18]([CH3:21])([CH3:20])[CH3:19])([CH3:17])[CH3:16])[CH2:11][C@H:10]([NH:22][C:23](=[O:29])[O:24][C:25]([CH3:28])([CH3:27])[CH3:26])[CH2:9]1.[Br:30][C:31]1[N:36]=[C:35]([C:37](O)=[O:38])[CH:34]=[CH:33][C:32]=1[F:40].